Dataset: Full USPTO retrosynthesis dataset with 1.9M reactions from patents (1976-2016). Task: Predict the reactants needed to synthesize the given product. (1) Given the product [C:17]([O:20][CH2:21][CH:22]([CH2:27][O:28][C:29](=[O:31])[CH3:30])[CH2:23][C:24]([O:26][C:5]1([N:8]=[O:9])[CH2:6][CH2:7][N:2]([CH3:1])[CH2:3][CH2:4]1)=[O:25])(=[O:19])[CH3:18], predict the reactants needed to synthesize it. The reactants are: [CH3:1][N:2]1[CH2:7][CH2:6][C:5](=[N:8][OH:9])[CH2:4][CH2:3]1.IC1C=CC=CC=1.[C:17]([O:20][CH2:21][CH:22]([CH2:27][O:28][C:29](=[O:31])[CH3:30])[CH2:23][C:24]([OH:26])=[O:25])(=[O:19])[CH3:18].[C:17]([O:20][CH2:21][CH:22]([CH2:27][O:28][C:29](=[O:31])[CH3:30])[CH2:23][C:24]([OH:26])=[O:25])(=[O:19])[CH3:18]. (2) Given the product [CH2:41]([C:40]1[C:13]2[C:12]3[C:11](=[CH:1][C:2]([CH2:3][CH2:4][CH2:5][CH2:6][CH2:7][CH2:8][CH2:9][CH3:10])=[C:30]4[C:25]=3[C:26]([CH:39]=1)=[CH:27][C:28]([O:31][Si:32]([C:35]([CH3:36])([CH3:37])[CH3:38])([CH3:33])[CH3:34])=[CH:29]4)[CH:16]=[C:15]([O:17][Si:18]([C:21]([CH3:23])([CH3:24])[CH3:22])([CH3:20])[CH3:19])[CH:14]=2)[CH2:42][CH2:43][CH2:44][CH2:45][CH2:46][CH2:47][CH3:48], predict the reactants needed to synthesize it. The reactants are: [C:1]([C:11]1[CH:16]=[C:15]([O:17][Si:18]([C:21]([CH3:24])([CH3:23])[CH3:22])([CH3:20])[CH3:19])[CH:14]=[CH:13][C:12]=1[C:25]1[CH:30]=[CH:29][C:28]([O:31][Si:32]([C:35]([CH3:38])([CH3:37])[CH3:36])([CH3:34])[CH3:33])=[CH:27][C:26]=1[C:39]#[C:40][CH2:41][CH2:42][CH2:43][CH2:44][CH2:45][CH2:46][CH2:47][CH3:48])#[C:2][CH2:3][CH2:4][CH2:5][CH2:6][CH2:7][CH2:8][CH2:9][CH3:10].N12CCCN=C1CCCCC2. (3) Given the product [Cl:25][C:26]1[CH:27]=[CH:28][C:29]([CH:32]([C:33]2[CH:38]=[CH:37][C:36]([Cl:39])=[CH:35][CH:34]=2)[N:21]2[CH2:20][CH2:19][N:18]([CH2:17][C:9]3[N:8]=[C:7]([O:6][CH2:5][CH2:4][CH2:3][N:2]([CH3:1])[CH3:24])[C:16]4[C:11](=[CH:12][CH:13]=[CH:14][CH:15]=4)[N:10]=3)[CH2:23][CH2:22]2)=[CH:30][CH:31]=1.[CH3:24][N:2]([CH3:1])[CH2:3][CH2:4][CH2:5][O:6][C:7]1[C:16]2[C:11](=[CH:12][CH:13]=[CH:14][CH:15]=2)[N:10]=[C:9]([CH2:17][N:18]2[CH2:19][CH2:20][NH:21][CH2:22][CH2:23]2)[N:8]=1, predict the reactants needed to synthesize it. The reactants are: [CH3:1][N:2]([CH3:24])[CH2:3][CH2:4][CH2:5][O:6][C:7]1[C:16]2[C:11](=[CH:12][CH:13]=[CH:14][CH:15]=2)[N:10]=[C:9]([CH2:17][N:18]2[CH2:23][CH2:22][NH:21][CH2:20][CH2:19]2)[N:8]=1.[Cl:25][C:26]1[CH:31]=[CH:30][C:29]([CH:32](Cl)[C:33]2[CH:38]=[CH:37][C:36]([Cl:39])=[CH:35][CH:34]=2)=[CH:28][CH:27]=1.C(=O)([O-])[O-].[K+].[K+].[I-].[K+]. (4) Given the product [Cl:32][C:16]1[CH:17]=[C:18]2[C:23](=[CH:24][C:15]=1[N:7]1[CH2:8][C:9]3[C:10]([CH:12]4[CH2:14][CH2:13]4)=[N:11][C:2]([C:34]#[N:35])=[CH:3][C:4]=3[NH:5][C:6]1=[O:33])[O:22][CH:21]([C:25]1[C:30]([F:31])=[CH:29][CH:28]=[CH:27][N:26]=1)[CH2:20][CH2:19]2, predict the reactants needed to synthesize it. The reactants are: Cl[C:2]1[N:11]=[C:10]([CH:12]2[CH2:14][CH2:13]2)[C:9]2[CH2:8][N:7]([C:15]3[CH:24]=[C:23]4[C:18]([CH2:19][CH2:20][CH:21]([C:25]5[C:30]([F:31])=[CH:29][CH:28]=[CH:27][N:26]=5)[O:22]4)=[CH:17][C:16]=3[Cl:32])[C:6](=[O:33])[NH:5][C:4]=2[CH:3]=1.[CH3:34][N:35](C=O)C. (5) The reactants are: Cl.[Br:2][C:3]1[C:4]([CH3:12])=[CH:5][C:6]([O:10][CH3:11])=[C:7]([CH:9]=1)[NH2:8]. Given the product [Br:2][C:3]1[C:4]([CH3:12])=[CH:5][C:6]([O:10][CH3:11])=[C:7]([CH:9]=1)[NH2:8], predict the reactants needed to synthesize it. (6) Given the product [CH3:1][O:2][C:3]1[CH:51]=[CH:50][CH:49]=[CH:48][C:4]=1[CH2:5][N:6]1[CH:10]=[CH:9][C:8]([C:11]2[C:19]3[C:18]([NH:20][C@H:21]([C:23]4[N:28]([C:29]5[CH:34]=[CH:33][CH:32]=[CH:31][CH:30]=5)[C:27](=[O:35])[C:26]5=[C:36]([CH3:39])[CH:37]=[CH:38][N:25]5[N:24]=4)[CH3:22])=[N:17][CH:16]=[N:15][C:14]=3[NH:13][CH:12]=2)=[N:7]1, predict the reactants needed to synthesize it. The reactants are: [CH3:1][O:2][C:3]1[CH:51]=[CH:50][CH:49]=[CH:48][C:4]=1[CH2:5][N:6]1[CH:10]=[CH:9][C:8]([C:11]2[C:19]3[C:18]([NH:20][C@H:21]([C:23]4[N:28]([C:29]5[CH:34]=[CH:33][CH:32]=[CH:31][CH:30]=5)[C:27](=[O:35])[C:26]5=[C:36]([CH3:39])[CH:37]=[CH:38][N:25]5[N:24]=4)[CH3:22])=[N:17][CH:16]=[N:15][C:14]=3[N:13](COCC[Si](C)(C)C)[CH:12]=2)=[N:7]1.FC(F)(F)C(O)=O.N. (7) Given the product [CH3:25][C:20]1[C:6]2[C:7](=[CH:8][CH:9]=[C:4]([N+:1]([O-:3])=[O:2])[CH:5]=2)[NH:10][CH:21]=1, predict the reactants needed to synthesize it. The reactants are: [N+:1]([C:4]1[CH:9]=[CH:8][C:7]([NH:10]N=CCC)=[CH:6][CH:5]=1)([O-:3])=[O:2].P(=O)(O)(O)O.[C:20]1(C)[CH:25]=CC=C[CH:21]=1.